From a dataset of Peptide-MHC class I binding affinity with 185,985 pairs from IEDB/IMGT. Regression. Given a peptide amino acid sequence and an MHC pseudo amino acid sequence, predict their binding affinity value. This is MHC class I binding data. The peptide sequence is FRKAQIQGL. The MHC is HLA-A29:02 with pseudo-sequence HLA-A29:02. The binding affinity (normalized) is 0.